Dataset: Catalyst prediction with 721,799 reactions and 888 catalyst types from USPTO. Task: Predict which catalyst facilitates the given reaction. Reactant: [CH3:1][C:2]1[N:6]=[CH:5][NH:4][N:3]=1.C(=O)([O-])[O-].[K+].[K+].F[C:14]1[CH:19]=[CH:18][C:17]([N+:20]([O-:22])=[O:21])=[CH:16][CH:15]=1. Product: [CH3:1][C:2]1[N:6]=[CH:5][N:4]([C:14]2[CH:19]=[CH:18][C:17]([N+:20]([O-:22])=[O:21])=[CH:16][CH:15]=2)[N:3]=1. The catalyst class is: 3.